From a dataset of Retrosynthesis with 50K atom-mapped reactions and 10 reaction types from USPTO. Predict the reactants needed to synthesize the given product. (1) Given the product CCOC(=O)c1cnn(-c2nc(-c3ccccc3O)cs2)c1C(F)(F)F, predict the reactants needed to synthesize it. The reactants are: CCOC(=O)c1cnn(-c2nc(-c3ccccc3OC)cs2)c1C(F)(F)F. (2) Given the product Cc1nn(C(C)C)cc1-n1c(=O)n(C)c2cnc3ccc(-c4cnc(N(C)C)nc4)cc3c21, predict the reactants needed to synthesize it. The reactants are: CN(C)c1ncc(B2OC(C)(C)C(C)(C)O2)cn1.Cc1nn(C(C)C)cc1-n1c(=O)n(C)c2cnc3ccc(Br)cc3c21. (3) Given the product N#Cc1cncc(-c2cc(C(=O)Nc3ccc(OC(F)(F)F)c(F)c3)cnc2N2CC[C@H](CO)C2)c1, predict the reactants needed to synthesize it. The reactants are: CC1(C)OB(c2cncc(C#N)c2)OC1(C)C.O=C(Nc1ccc(OC(F)(F)F)c(F)c1)c1cnc(N2CC[C@H](CO)C2)c(Br)c1. (4) Given the product CCOC(=O)C1=C(C)NC(c2csc(N)n2)=NC1c1ccc(F)cc1Cl, predict the reactants needed to synthesize it. The reactants are: CCOC(=O)C1=C(C)NC(c2csc(NC(C)=O)n2)=NC1c1ccc(F)cc1Cl. (5) The reactants are: CCOC(=O)COc1cccc(C2=N[C@@H](c3ccccc3)CO2)c1. Given the product OCCOc1cccc(C2=N[C@@H](c3ccccc3)CO2)c1, predict the reactants needed to synthesize it. (6) Given the product COc1ccc(C(=O)Nn2cnnc2)cc1/C=C/c1ccc(OC(F)(F)F)cc1, predict the reactants needed to synthesize it. The reactants are: COc1ccc(C(=O)O)cc1/C=C/c1ccc(OC(F)(F)F)cc1.Nn1cnnc1. (7) Given the product CCCN(C(=O)c1nc(Cl)c(CC)[nH]1)C1CN(c2nc(C(C)C)c(C(=O)OCC)s2)C1, predict the reactants needed to synthesize it. The reactants are: CCCNC1CN(c2nc(C(C)C)c(C(=O)OCC)s2)C1.CCc1[nH]c(C(=O)O)nc1Cl.